From a dataset of Experimentally validated miRNA-target interactions with 360,000+ pairs, plus equal number of negative samples. Binary Classification. Given a miRNA mature sequence and a target amino acid sequence, predict their likelihood of interaction. (1) The miRNA is hsa-miR-3618 with sequence UGUCUACAUUAAUGAAAAGAGC. The protein sequence of the target gene is MLEQRCRGPTAMGPAQPWLFSGPSQESSQPDRGLRYQGKSAQPRGQTPGKVHRCAHCRKRFPGWVALWLHARRCQARLPLPCHECNQRFRHAPFLALHLQVHASAVPDLGFICHLCGHSFRGWVALVLHLRAHSASKRPITCPECDRRFWRQKQLRAHLRRCQPPVPEARPFICGNCGRSFAQWDQLVVHKRVHVAEALEEAAAKALGPRPRGRPAAPRPGGDAVDRPFQCACCGKRFRHKPNLIAHRRVHTGERPHQCPECGKRFTNKPYLTSHRRIHTGEKPYPCTECGRRFRHKPNL.... Result: 0 (no interaction). (2) The miRNA is mmu-miR-31-5p with sequence AGGCAAGAUGCUGGCAUAGCUG. The protein sequence of the target gene is MAEKFDHLEEHLEKFVENIRQLGIIVSDFQPSSQAGLSQKLNFIVTGLQDIDKCRQQLHDITVPLEVFEYIDQGRNPQLYTKECLERALAKNEQVKGKIDTMKKFKSLLIQELSKVFPEDMAKYRSIRGEDHPPS. Result: 0 (no interaction). (3) The miRNA is hsa-miR-561-5p with sequence AUCAAGGAUCUUAAACUUUGCC. The protein sequence of the target gene is MASASTQPAALSAEQAKVVLAEVIQAFSAPENAVRMDEARDNACNDMGKMLQFVLPVATQIQQEVIKAYGFSCDGEGVLKFARLVKSYEAQDPEIASLSGKLKALFLPPMTLPPHGPAAGGSVAAS. Result: 0 (no interaction). (4) Result: 0 (no interaction). The miRNA is hsa-miR-1273c with sequence GGCGACAAAACGAGACCCUGUC. The protein sequence of the target gene is MAAAATAAEGVPSRGPPGEVIHLNVGGKRFSTSRQTLTWIPDSFFSSLLSGRISTLKDETGAIFIDRDPTVFAPILNFLRTKELDPRGVHGSSLLHEAQFYGLTPLVRRLQLREELDRSSCGNVLFNGYLPPPVFPVKRRNRHSLVGPQQLGGRPAPVRRSNTMPPNLGNAGLLGRMLDEKTPPSPSGQPEEPGMVRLVCGHHNWIAVAYTQFLVCYRLKEASGWQLVFSSPRLDWPIERLALTARVHGGALGEHDKMVAAATGSEILLWALQAEGGGSEIGVFHLGVPVEALFFVGNQL.... (5) The miRNA is mmu-miR-129-1-3p with sequence AAGCCCUUACCCCAAAAAGUAU. The protein sequence of the target gene is MEGAGENAPESSSSAPGSEESARDPQVPPPEEESGDCARSLEAVPKKLCGYLSKFGGKGPIRGWKSRWFFYDERKCQLYYSRTAQDANPLDSIDLSSAVFDCKADAEEGIFEIKTPSRVITLKAATKQAMLYWLQQLQMKRWEFHNSPPAPPATPDAALAGNGPVLHLELGQEEAELEEFLCPVKTPPGLVGVAAALQPFPALQNISLKHLGTEIQNTMHNIRGNKQAQGTGHEPPGEDSPQSGEPQREEQPLASDASTPGREPEDSPKPAPKPSLTISFAQKAKRQNNTFPFFSEGITR.... Result: 0 (no interaction).